Dataset: TCR-epitope binding with 47,182 pairs between 192 epitopes and 23,139 TCRs. Task: Binary Classification. Given a T-cell receptor sequence (or CDR3 region) and an epitope sequence, predict whether binding occurs between them. (1) The epitope is SLFNTVATLY. The TCR CDR3 sequence is CASSFQSSAEQYF. Result: 0 (the TCR does not bind to the epitope). (2) The epitope is YIFFASFYY. The TCR CDR3 sequence is CASSQAEQNYNEQFF. Result: 1 (the TCR binds to the epitope). (3) The epitope is YLQPRTFLL. The TCR CDR3 sequence is CARGLADTGELFF. Result: 1 (the TCR binds to the epitope). (4) The epitope is KLNVGDYFV. The TCR CDR3 sequence is CASSLRGERTYNEQFF. Result: 1 (the TCR binds to the epitope). (5) The epitope is KLPDDFTGCV. The TCR CDR3 sequence is CASSAESTRLTDTQYF. Result: 0 (the TCR does not bind to the epitope).